From a dataset of Forward reaction prediction with 1.9M reactions from USPTO patents (1976-2016). Predict the product of the given reaction. Given the reactants [CH2:1]([CH:8]1[CH2:13][CH2:12][NH:11][CH2:10][CH2:9]1)[C:2]1[CH:7]=[CH:6][CH:5]=[CH:4][CH:3]=1.C([N:17](C(C)C)CC)(C)C.[C:23](Cl)(=[O:30])[C:24]1[CH:29]=[CH:28][CH:27]=[CH:26][CH:25]=1.O, predict the reaction product. The product is: [CH2:1]([CH:8]1[CH2:13][CH2:12][N:11]([C:25]2[CH:26]=[CH:27][CH:28]=[CH:29][C:24]=2[C:23]([NH2:17])=[O:30])[CH2:10][CH2:9]1)[C:2]1[CH:7]=[CH:6][CH:5]=[CH:4][CH:3]=1.